From a dataset of Peptide-MHC class I binding affinity with 185,985 pairs from IEDB/IMGT. Regression. Given a peptide amino acid sequence and an MHC pseudo amino acid sequence, predict their binding affinity value. This is MHC class I binding data. The peptide sequence is AYISSEATTPM. The MHC is Patr-A0901 with pseudo-sequence Patr-A0901. The binding affinity (normalized) is 0.943.